Dataset: Catalyst prediction with 721,799 reactions and 888 catalyst types from USPTO. Task: Predict which catalyst facilitates the given reaction. (1) Reactant: [O:1]=[C:2]1[CH2:11][CH2:10][C:9]2[C:8]([C:12]#[N:13])=[CH:7][CH:6]=[CH:5][C:4]=2[NH:3]1.[Br:14]N1C(=O)CCC1=O. Product: [Br:14][C:7]1[CH:6]=[CH:5][C:4]2[NH:3][C:2](=[O:1])[CH2:11][CH2:10][C:9]=2[C:8]=1[C:12]#[N:13]. The catalyst class is: 9. (2) Reactant: CO[CH:3](OC)[N:4]([CH3:6])[CH3:5].[CH3:9][C:10]1[CH:15]=[C:14]([CH3:16])[CH:13]=[C:12]([CH3:17])[C:11]=1[C:18](=[O:20])[CH3:19]. Product: [CH3:6][N:4]([CH3:5])/[CH:3]=[CH:19]/[C:18]([C:11]1[C:12]([CH3:17])=[CH:13][C:14]([CH3:16])=[CH:15][C:10]=1[CH3:9])=[O:20]. The catalyst class is: 3. (3) Reactant: [NH2:1][C:2]1[C:12]([CH:13]=[CH2:14])=[C:11]([CH:15]=O)[C:10]([C:17]([F:20])([F:19])[F:18])=[CH:9][C:3]=1[C:4]([O:6][CH2:7][CH3:8])=[O:5].[CH3:21][N:22]([C@H:30]1[CH2:35][CH2:34][CH2:33][NH:32][CH2:31]1)[C:23](=[O:29])[O:24][C:25]([CH3:28])([CH3:27])[CH3:26]. Product: [NH2:1][C:2]1[C:12]([CH:13]=[CH2:14])=[C:11]([CH2:15][N:32]2[CH2:33][CH2:34][CH2:35][C@H:30]([N:22]([CH3:21])[C:23]([O:24][C:25]([CH3:27])([CH3:26])[CH3:28])=[O:29])[CH2:31]2)[C:10]([C:17]([F:20])([F:19])[F:18])=[CH:9][C:3]=1[C:4]([O:6][CH2:7][CH3:8])=[O:5]. The catalyst class is: 22. (4) Reactant: [Cl:1][C:2]1[CH:7]=[CH:6][C:5]([S:8]([N:11]([C@H:20]([CH2:24][CH:25]([CH3:27])[CH3:26])[C:21]([NH2:23])=[O:22])[CH2:12][C:13]2[CH:18]=[CH:17][C:16]([NH2:19])=[CH:15][CH:14]=2)(=[O:10])=[O:9])=[CH:4][CH:3]=1.[CH3:28]CN(CC)CC.COS(OC)(=O)=O. Product: [Cl:1][C:2]1[CH:3]=[CH:4][C:5]([S:8]([N:11]([C@H:20]([CH2:24][CH:25]([CH3:27])[CH3:26])[C:21]([NH2:23])=[O:22])[CH2:12][C:13]2[CH:18]=[CH:17][C:16]([NH:19][CH3:28])=[CH:15][CH:14]=2)(=[O:9])=[O:10])=[CH:6][CH:7]=1. The catalyst class is: 11. (5) Product: [Cl:1][CH2:2][CH2:3][CH2:4][C:5]([N:10]([CH3:9])[O:11][CH3:12])=[O:6]. The catalyst class is: 158. Reactant: [Cl:1][CH2:2][CH2:3][CH2:4][C:5](Cl)=[O:6].Cl.[CH3:9][NH:10][O:11][CH3:12].N1C=CC=CC=1. (6) Reactant: CN(C(ON1N=NC2C=CC=CC1=2)=[N+](C)C)C.[B-](F)(F)(F)F.CCN(C(C)C)C(C)C.[C:32]([C:34]1[C:35]([N:47]2[CH2:52][CH2:51][CH:50]([C:53](O)=[O:54])[CH2:49][CH2:48]2)=[N:36][C:37]([CH3:46])=[C:38]([C:40]([O:42][CH:43]([CH3:45])[CH3:44])=[O:41])[CH:39]=1)#[N:33].[CH3:56][C:57]1[CH:58]=[C:59]([CH2:63][S:64]([NH2:67])(=[O:66])=[O:65])[CH:60]=[CH:61][CH:62]=1.C([O-])(O)=O.[Na+]. Product: [C:32]([C:34]1[C:35]([N:47]2[CH2:48][CH2:49][CH:50]([C:53]([NH:67][S:64]([CH2:63][C:59]3[CH:60]=[CH:61][CH:62]=[C:57]([CH3:56])[CH:58]=3)(=[O:65])=[O:66])=[O:54])[CH2:51][CH2:52]2)=[N:36][C:37]([CH3:46])=[C:38]([CH:39]=1)[C:40]([O:42][CH:43]([CH3:45])[CH3:44])=[O:41])#[N:33]. The catalyst class is: 2. (7) Reactant: C[Si](C)(C)[C:3]1[CH:8]=[CH:7][C:6]([C@@H:9]2[CH2:14][CH2:13][O:12][CH2:11][C@H:10]2[NH:15][S:16]([CH:19]([CH3:21])[CH3:20])(=[O:18])=[O:17])=[CH:5][CH:4]=1.[Br-:24].[K+].ClN1C(=O)CCC1=O.[OH-].[Na+]. Product: [Br:24][C:3]1[CH:8]=[CH:7][C:6]([C@@H:9]2[CH2:14][CH2:13][O:12][CH2:11][C@H:10]2[NH:15][S:16]([CH:19]([CH3:21])[CH3:20])(=[O:18])=[O:17])=[CH:5][CH:4]=1. The catalyst class is: 130. (8) Reactant: [C:1]1([CH2:7][CH:8]=O)[CH:6]=[CH:5][CH:4]=[CH:3][CH:2]=1.C(OC([N:20]1[CH2:29][CH2:28][C:23]2([O:27][CH2:26][CH2:25][O:24]2)[CH:22]([CH2:30][CH:31]([CH3:41])[C:32]([NH:34][C:35]2[CH:40]=[CH:39][CH:38]=[CH:37][CH:36]=2)=[O:33])[CH2:21]1)=O)C1C=CC=CC=1. Product: [CH2:8]([N:20]1[CH2:29][CH2:28][C:23]2([O:24][CH2:25][CH2:26][O:27]2)[CH:22]([CH2:30][CH:31]([CH3:41])[C:32]([NH:34][C:35]2[CH:36]=[CH:37][CH:38]=[CH:39][CH:40]=2)=[O:33])[CH2:21]1)[CH2:7][C:1]1[CH:2]=[CH:3][CH:4]=[CH:5][CH:6]=1. The catalyst class is: 19. (9) Reactant: [NH2:1][C:2]1[N:10]=[C:9]([CH2:11][O:12][CH3:13])[CH:8]=[CH:7][C:3]=1[C:4]([OH:6])=O.[F:14][C:15]1[CH:16]=[C:17]([O:21][C:22]2[CH:29]=[CH:28][C:25]([CH2:26][NH2:27])=[CH:24][CH:23]=2)[CH:18]=[CH:19][CH:20]=1.CN([P+](ON1N=NC2C=CC=CC1=2)(N(C)C)N(C)C)C.F[P-](F)(F)(F)(F)F.C(=O)(O)[O-].[Na+]. Product: [F:14][C:15]1[CH:16]=[C:17]([O:21][C:22]2[CH:29]=[CH:28][C:25]([CH2:26][NH:27][C:4](=[O:6])[C:3]3[CH:7]=[CH:8][C:9]([CH2:11][O:12][CH3:13])=[N:10][C:2]=3[NH2:1])=[CH:24][CH:23]=2)[CH:18]=[CH:19][CH:20]=1. The catalyst class is: 338.